Dataset: hERG potassium channel inhibition data for cardiac toxicity prediction from Karim et al.. Task: Regression/Classification. Given a drug SMILES string, predict its toxicity properties. Task type varies by dataset: regression for continuous values (e.g., LD50, hERG inhibition percentage) or binary classification for toxic/non-toxic outcomes (e.g., AMES mutagenicity, cardiotoxicity, hepatotoxicity). Dataset: herg_karim. (1) The compound is Fc1ccc(CCN2CCC3(CCc4ccccc4C3)CC2)c(F)c1. The result is 1 (blocker). (2) The compound is CS(=O)(=O)c1ccc(-c2noc(C(CCO)C(N)C(F)=C3CCCC3)n2)c(Cl)c1. The result is 0 (non-blocker). (3) The compound is c1ccc(-c2[nH]c3ccccc3c2C2CCC[N+]C2)cc1. The result is 1 (blocker). (4) The drug is O=C(C1CCN(c2nccc(C(F)(F)F)n2)CC1)N1CCC(NC2CCC(O)(c3ccc(-c4ncccn4)cn3)CC2)C1. The result is 0 (non-blocker). (5) The result is 1 (blocker). The compound is Fc1ccc(Cn2c(NC3CC[NH2+]CC3)nc3ccccc32)cc1. (6) The compound is Cc1nc2ccccc2n1[C@@H]1C[C@@H]2CC[C@H](C1)N2CCC1(c2ccccc2)CCN(C(=O)c2ccccc2)CC1. The result is 1 (blocker). (7) The compound is COc1cc(/C=C/c2nc3cc(Cl)ccc3c(=O)[nH]2)ccc1-n1cnc(C)c1. The result is 0 (non-blocker). (8) The result is 1 (blocker). The molecule is O=C1c2cc(-c3ccc(OC(F)(F)F)cc3)ccc2OCCN1Cc1ncccn1. (9) The molecule is CNC(=O)c1ccc(COc2ccc(S(=O)(=O)C3(C(=O)NO)CCC4(CCNCC4)C3)cc2)cc1. The result is 0 (non-blocker).